The task is: Regression. Given a peptide amino acid sequence and an MHC pseudo amino acid sequence, predict their binding affinity value. This is MHC class I binding data.. This data is from Peptide-MHC class I binding affinity with 185,985 pairs from IEDB/IMGT. (1) The peptide sequence is SPAIFQCSM. The MHC is HLA-B51:01 with pseudo-sequence HLA-B51:01. The binding affinity (normalized) is 0.177. (2) The peptide sequence is EGFDPRALI. The MHC is HLA-A02:16 with pseudo-sequence HLA-A02:16. The binding affinity (normalized) is 0.0847. (3) The peptide sequence is WATLLSLTF. The MHC is HLA-B35:01 with pseudo-sequence HLA-B35:01. The binding affinity (normalized) is 0.554. (4) The peptide sequence is KIFETIYYGA. The MHC is HLA-A02:01 with pseudo-sequence HLA-A02:01. The binding affinity (normalized) is 0.408. (5) The peptide sequence is FFGWEGVGV. The MHC is HLA-B40:01 with pseudo-sequence HLA-B40:01. The binding affinity (normalized) is 0.283. (6) The peptide sequence is IPRLLRTFL. The MHC is HLA-B18:01 with pseudo-sequence HLA-B18:01. The binding affinity (normalized) is 0.0847.